This data is from Forward reaction prediction with 1.9M reactions from USPTO patents (1976-2016). The task is: Predict the product of the given reaction. (1) Given the reactants [CH3:1][O:2][C:3](=[O:8])[CH2:4][CH2:5][C:6]#[N:7].Cl.[NH2:10][OH:11].C(N(CC)CC)C, predict the reaction product. The product is: [CH3:1][O:2][C:3](=[O:8])[CH2:4][CH2:5][C:6](=[NH:7])[NH:10][OH:11]. (2) The product is: [CH2:1]([NH:8][C:9]1[C:10]2[N:11]([CH:29]=[CH:30][C:31]=2[C:32]2[CH:37]=[CH:36][CH:35]=[CH:34][CH:33]=2)[N:12]=[C:13]([C:15]2[CH:16]=[C:17]([S:21]([NH2:24])(=[O:23])=[O:22])[CH:18]=[N:19][CH:20]=2)[CH:14]=1)[C:2]1[CH:3]=[CH:4][CH:5]=[CH:6][CH:7]=1. Given the reactants [CH2:1]([NH:8][C:9]1[C:10]2[N:11]([CH:29]=[CH:30][C:31]=2[C:32]2[CH:37]=[CH:36][CH:35]=[CH:34][CH:33]=2)[N:12]=[C:13]([C:15]2[CH:16]=[C:17]([S:21]([NH:24]C(C)(C)C)(=[O:23])=[O:22])[CH:18]=[N:19][CH:20]=2)[CH:14]=1)[C:2]1[CH:7]=[CH:6][CH:5]=[CH:4][CH:3]=1.OS(C(F)(F)F)(=O)=O, predict the reaction product. (3) The product is: [CH3:1][NH:2][CH2:3][CH2:4][CH:5]([C:15]1[CH:20]=[CH:19][CH:18]=[CH:17][CH:16]=1)[C:6]1[C:10]2=[N:11][CH:12]=[CH:13][CH:14]=[C:9]2[NH:8][CH:7]=1. Given the reactants [CH3:1][NH:2][C:3](=O)[CH2:4][CH:5]([C:15]1[CH:20]=[CH:19][CH:18]=[CH:17][CH:16]=1)[C:6]1[C:10]2=[N:11][CH:12]=[CH:13][CH:14]=[C:9]2[NH:8][CH:7]=1.S(C)C, predict the reaction product. (4) Given the reactants [F:1][C:2]1[CH:8]=[CH:7][CH:6]=[CH:5][C:3]=1[NH2:4].[Li+].C[Si]([N-][Si](C)(C)C)(C)C.[Br:19][C:20]1[C:21]([F:31])=[C:22]([F:30])[C:23](F)=[C:24]([CH:28]=1)[C:25]([OH:27])=[O:26], predict the reaction product. The product is: [Br:19][C:20]1[C:21]([F:31])=[C:22]([F:30])[C:23]([NH:4][C:3]2[CH:5]=[CH:6][CH:7]=[CH:8][C:2]=2[F:1])=[C:24]([CH:28]=1)[C:25]([OH:27])=[O:26]. (5) The product is: [C:2]([C:7]1[CH:8]=[C:9]([CH2:12][N:13]2[CH:17]=[C:16]([NH:18][C:30]([C:26]3[N:27]=[CH:28][O:29][C:25]=3[C:19]3[CH:20]=[CH:21][CH:22]=[CH:23][CH:24]=3)=[O:31])[CH:15]=[N:14]2)[S:10][CH:11]=1)(=[O:6])[CH3:1]. Given the reactants [CH3:1][C:2]1([C:7]2[CH:8]=[C:9]([CH2:12][N:13]3[CH:17]=[C:16]([NH2:18])[CH:15]=[N:14]3)[S:10][CH:11]=2)[O:6]CCO1.[C:19]1([C:25]2[O:29][CH:28]=[N:27][C:26]=2[C:30](O)=[O:31])[CH:24]=[CH:23][CH:22]=[CH:21][CH:20]=1, predict the reaction product. (6) Given the reactants Cl.Cl.[C:3]([C:7]1[CH:12]=[CH:11][CH:10]=[CH:9][C:8]=1[N:13]1[CH2:18][CH2:17][NH:16][CH2:15][CH2:14]1)([CH3:6])([CH3:5])[CH3:4].[SH:19][C:20]1[NH:21][C:22]2[CH:28]=[C:27]([C:29](O)=[O:30])[CH:26]=[CH:25][C:23]=2[N:24]=1.Cl.C(N=C=NCCCN(C)C)C.O.ON1C2C=CC=CC=2N=N1, predict the reaction product. The product is: [C:3]([C:7]1[CH:12]=[CH:11][CH:10]=[CH:9][C:8]=1[N:13]1[CH2:18][CH2:17][N:16]([C:29]([C:27]2[CH:26]=[CH:25][C:23]3[NH:24][C:20]([SH:19])=[N:21][C:22]=3[CH:28]=2)=[O:30])[CH2:15][CH2:14]1)([CH3:6])([CH3:4])[CH3:5]. (7) Given the reactants [CH3:1][C:2]1[N:7]=[C:6]([NH:8]C(=O)OC(C)(C)C)[CH:5]=[N:4][C:3]=1[CH2:16][NH:17][C:18]([C:20]1[N:21]=[N:22][N:23]([CH2:25][C:26]2[CH:27]=[C:28]3[C:33](=[CH:34][CH:35]=2)[N:32]=[C:31]([CH3:36])[CH:30]=[CH:29]3)[CH:24]=1)=[O:19].C(O)(C(F)(F)F)=O, predict the reaction product. The product is: [NH2:8][C:6]1[N:7]=[C:2]([CH3:1])[C:3]([CH2:16][NH:17][C:18]([C:20]2[N:21]=[N:22][N:23]([CH2:25][C:26]3[CH:27]=[C:28]4[C:33](=[CH:34][CH:35]=3)[N:32]=[C:31]([CH3:36])[CH:30]=[CH:29]4)[CH:24]=2)=[O:19])=[N:4][CH:5]=1. (8) Given the reactants [NH2:1][C@@H:2]1[CH2:7][CH2:6][C@H:5]([N:8]2[C:13](=[O:14])[C:12]3[CH:15]=[C:16]([F:19])[CH:17]=[N:18][C:11]=3[N:10]([C:20]3[CH:21]=[C:22]([C:26]4[CH:31]=[CH:30][CH:29]=[CH:28][CH:27]=4)[CH:23]=[CH:24][CH:25]=3)[C:9]2=[O:32])[CH2:4][CH2:3]1.CC([Si](C)(C)[O:38][CH2:39][CH:40]=O)(C)C.C(O[BH-](OC(=O)C)OC(=O)C)(=O)C.[Na+], predict the reaction product. The product is: [C:22]1([C:26]2[CH:31]=[CH:30][CH:29]=[CH:28][CH:27]=2)[CH:23]=[CH:24][CH:25]=[C:20]([N:10]2[C:11]3[N:18]=[CH:17][C:16]([F:19])=[CH:15][C:12]=3[C:13](=[O:14])[N:8]([C@H:5]3[CH2:6][CH2:7][C@@H:2]([NH:1][CH2:40][CH2:39][OH:38])[CH2:3][CH2:4]3)[C:9]2=[O:32])[CH:21]=1. (9) Given the reactants O=C1CCC(=O)N1O[C:9](=[O:18])[O:10][CH2:11][C:12]1[CH:17]=[CH:16][CH:15]=[CH:14][CH:13]=1.[CH3:19][O:20][C:21]([C:23]1[N:24]=[CH:25][C:26]([N:29]2[CH2:34][CH2:33][NH:32][CH:31]([CH:35]([CH3:37])[CH3:36])[CH2:30]2)=[N:27][CH:28]=1)=[O:22], predict the reaction product. The product is: [CH3:19][O:20][C:21]([C:23]1[N:24]=[CH:25][C:26]([N:29]2[CH2:34][CH2:33][N:32]([C:9]([O:10][CH2:11][C:12]3[CH:13]=[CH:14][CH:15]=[CH:16][CH:17]=3)=[O:18])[CH:31]([CH:35]([CH3:37])[CH3:36])[CH2:30]2)=[N:27][CH:28]=1)=[O:22].